Dataset: Catalyst prediction with 721,799 reactions and 888 catalyst types from USPTO. Task: Predict which catalyst facilitates the given reaction. (1) Reactant: Cl[C:2]1[S:3][C:4]([C:8]#[N:9])=[C:5]([Cl:7])[N:6]=1.C(N(CC)C(C)C)(C)C.[NH:19]1[CH2:24][CH2:23][O:22][CH2:21][CH2:20]1. Product: [Cl:7][C:5]1[N:6]=[C:2]([N:19]2[CH2:24][CH2:23][O:22][CH2:21][CH2:20]2)[S:3][C:4]=1[C:8]#[N:9]. The catalyst class is: 40. (2) Reactant: [NH2:1][C:2]1[CH:10]=[C:9]2[C:5]([C:6]([F:14])([F:13])[O:7][C:8]2([F:12])[F:11])=[CH:4][C:3]=1[OH:15].[F:16][C:17]1[CH:25]=[N:24][CH:23]=[CH:22][C:18]=1[C:19](O)=[O:20].CCN=C=NCCCN(C)C.N1C=CC=CC=1. Product: [F:16][C:17]1[CH:25]=[N:24][CH:23]=[CH:22][C:18]=1[C:19]([NH:1][C:2]1[CH:10]=[C:9]2[C:5](=[CH:4][C:3]=1[OH:15])[C:6]([F:14])([F:13])[O:7][C:8]2([F:11])[F:12])=[O:20]. The catalyst class is: 6. (3) Reactant: [Zn:1].C[Si](C)(C)[Cl:4].C1(CCC(=O)CCC)C=CC=CC=1.C(=O)C1C=CC=CC=1.CC(=O)CCC.C1(C=CC(=O)CCC)C=CC=CC=1.[Br:47]CC(OC)=O.[N:53]12[CH2:60][CH2:59][N:56]([CH2:57][CH2:58]1)[CH2:55][CH2:54]2. Product: [Cl-:4].[Br-:47].[Zn+2:1].[N:53]12[CH2:60][CH2:59][N:56]([CH2:57][CH2:58]1)[CH2:55][CH2:54]2. The catalyst class is: 7. (4) Reactant: [CH3:1][C:2]1([CH:5]=O)[CH2:4][CH2:3]1.[NH2:7][C@@H:8]([C:11]1[CH:16]=[CH:15][CH:14]=[CH:13][CH:12]=1)[CH2:9][OH:10].[O-]S([O-])(=O)=O.[Mg+2].C[Si](C)(C)[C:25]#[N:26]. Product: [OH:10][CH2:9][C@@H:8]([NH:7][C@H:5]([C:2]1([CH3:1])[CH2:3][CH2:4]1)[C:25]#[N:26])[C:11]1[CH:16]=[CH:15][CH:14]=[CH:13][CH:12]=1. The catalyst class is: 22. (5) Reactant: CC([Si](C1C=CC=CC=1)(C1C=CC=CC=1)[O:6][CH2:7][C@@H:8]1[CH2:14][C@@H:13]2[C@@H:11]([CH2:12]2)[CH2:10][N:9]1[C:15]([C:17]1[CH:22]=[CH:21][CH:20]=[C:19]([CH3:23])[N:18]=1)=[O:16])(C)C.CCCC[N+](CCCC)(CCCC)CCCC.[F-]. Product: [CH3:23][C:19]1[N:18]=[C:17]([C:15]([N:9]2[C@H:8]([CH2:7][OH:6])[CH2:14][C@@H:13]3[C@@H:11]([CH2:12]3)[CH2:10]2)=[O:16])[CH:22]=[CH:21][CH:20]=1. The catalyst class is: 1. (6) Reactant: Cl[C:2]1[C:7]([CH2:8][CH:9]([O:13][CH2:14][CH3:15])[O:10][CH2:11][CH3:12])=[C:6]([Cl:16])[N:5]=[CH:4][N:3]=1.[C:17]1(B(O)O)[CH:22]=[CH:21][CH:20]=[CH:19][CH:18]=1.C(=O)([O-])[O-].[K+].[K+]. Product: [Cl:16][C:6]1[C:7]([CH2:8][CH:9]([O:13][CH2:14][CH3:15])[O:10][CH2:11][CH3:12])=[C:2]([C:17]2[CH:22]=[CH:21][CH:20]=[CH:19][CH:18]=2)[N:3]=[CH:4][N:5]=1. The catalyst class is: 93.